From a dataset of Catalyst prediction with 721,799 reactions and 888 catalyst types from USPTO. Predict which catalyst facilitates the given reaction. (1) Reactant: [NH2:1][CH2:2][CH2:3][CH2:4][NH:5][CH2:6][CH2:7][CH2:8][NH2:9].[CH3:10][C:11]([O:14][C:15]([O:17]N=C(C1C=CC=CC=1)C#N)=O)([CH3:13])[CH3:12]. Product: [C:15]([NH:1][CH2:2][CH2:3][CH2:4][NH:5][CH2:6][CH2:7][CH2:8][NH:9][C:15]([O:14][C:11]([CH3:10])([CH3:12])[CH3:13])=[O:17])([O:14][C:11]([CH3:13])([CH3:12])[CH3:10])=[O:17]. The catalyst class is: 1. (2) Reactant: [C:1]([O:5][C:6](=[O:21])[CH2:7][CH2:8][CH2:9][O:10][C:11]1[CH:12]=[C:13]([CH:18]=[CH:19][CH:20]=1)[C:14]([O:16]C)=[O:15])([CH3:4])([CH3:3])[CH3:2].[OH-].[Na+]. Product: [C:1]([O:5][C:6](=[O:21])[CH2:7][CH2:8][CH2:9][O:10][C:11]1[CH:12]=[C:13]([CH:18]=[CH:19][CH:20]=1)[C:14]([OH:16])=[O:15])([CH3:4])([CH3:2])[CH3:3]. The catalyst class is: 5. (3) Reactant: [Cl:1][C:2]1[CH:7]=[C:6]([O:8][CH3:9])[C:5]([O:10][CH2:11][C:12]2[C:17]([O:18][CH3:19])=[CH:16][CH:15]=[C:14]([F:20])[C:13]=2[F:21])=[CH:4][C:3]=1[N:22]1[C:30](=[O:31])[NH:29][C:28]2[C:23]1=[N:24][C:25]([CH:34](C(OCC)=O)[C:35]([O:37]CC)=[O:36])=[N:26][C:27]=2[O:32][CH3:33].O.[OH-].[Li+].O1CCCC1.Cl. Product: [C:35]([CH2:34][C:25]1[N:24]=[C:23]2[C:28]([NH:29][C:30](=[O:31])[N:22]2[C:3]2[CH:4]=[C:5]([O:10][CH2:11][C:12]3[C:17]([O:18][CH3:19])=[CH:16][CH:15]=[C:14]([F:20])[C:13]=3[F:21])[C:6]([O:8][CH3:9])=[CH:7][C:2]=2[Cl:1])=[C:27]([O:32][CH3:33])[N:26]=1)([OH:37])=[O:36]. The catalyst class is: 72. (4) Reactant: Cl[C:2]1[C:11]2=[N:12][N:13](CC3C=CC(OC)=CC=3)[CH:14]=[C:10]2[C:9]2[CH:8]=[C:7]([O:24][CH3:25])[CH:6]=[CH:5][C:4]=2[N:3]=1.[NH:26]1[CH:30]=[C:29]([NH2:31])[CH:28]=[N:27]1.Cl. Product: [CH3:25][O:24][C:7]1[CH:6]=[CH:5][C:4]2[N:3]=[C:2]([NH:31][C:29]3[CH:30]=[N:26][NH:27][CH:28]=3)[C:11]3[NH:12][N:13]=[CH:14][C:10]=3[C:9]=2[CH:8]=1. The catalyst class is: 71. (5) Reactant: [CH:1]1([N:6]2[C:10]3[N:11]=[C:12]4[CH2:19][NH:18][CH2:17][CH2:16][N:13]4[C:14](=[O:15])[C:9]=3[CH:8]=[N:7]2)[CH2:5][CH2:4][CH2:3][CH2:2]1.C(N(CC)CC)C.[Cl:27][C:28]1[CH:36]=[CH:35][C:31]([C:32](Cl)=[O:33])=[CH:30][CH:29]=1.O. Product: [Cl:27][C:28]1[CH:36]=[CH:35][C:31]([C:32]([N:18]2[CH2:17][CH2:16][N:13]3[C:14](=[O:15])[C:9]4[CH:8]=[N:7][N:6]([CH:1]5[CH2:5][CH2:4][CH2:3][CH2:2]5)[C:10]=4[N:11]=[C:12]3[CH2:19]2)=[O:33])=[CH:30][CH:29]=1. The catalyst class is: 4. (6) Reactant: [CH3:1][O:2][C:3](=[O:18])[CH2:4][C:5]1[C:9]2[C:10]([Cl:17])=[CH:11][C:12]([O:15]C)=[C:13]([F:14])[C:8]=2[S:7][CH:6]=1.CN(C=O)C.CC([S-])(C)C.[Na+]. Product: [CH3:1][O:2][C:3](=[O:18])[CH2:4][C:5]1[C:9]2[C:10]([Cl:17])=[CH:11][C:12]([OH:15])=[C:13]([F:14])[C:8]=2[S:7][CH:6]=1. The catalyst class is: 223.